Dataset: Catalyst prediction with 721,799 reactions and 888 catalyst types from USPTO. Task: Predict which catalyst facilitates the given reaction. (1) Reactant: [CH2:1]([O:8][C:9]([N:11]1[CH2:16][CH2:15][N:14](C(=O)COC[C@@H](C)[C@H](N(C(OC(C)(C)C)=O)C)C2OC=CC=2)[CH2:13][CH2:12]1)=[O:10])[C:2]1[CH:7]=[CH:6][CH:5]=[CH:4][CH:3]=1.C(O)(C(F)(F)F)=O. Product: [CH2:1]([O:8][C:9]([N:11]1[CH2:16][CH2:15][NH:14][CH2:13][CH2:12]1)=[O:10])[C:2]1[CH:7]=[CH:6][CH:5]=[CH:4][CH:3]=1. The catalyst class is: 2. (2) Reactant: [CH:1]1([C:6]2[CH:11]=[CH:10][CH:9]=[CH:8][C:7]=2[CH2:12][C:13]([NH2:15])=O)[CH2:5][CH2:4][CH2:3][CH2:2]1.Cl. Product: [CH:1]1([C:6]2[CH:11]=[CH:10][CH:9]=[CH:8][C:7]=2[CH2:12][CH2:13][NH2:15])[CH2:5][CH2:4][CH2:3][CH2:2]1. The catalyst class is: 20. (3) Reactant: [CH3:1][NH:2][C:3]1[CH:4]=[N:5][CH:6]=[CH:7][C:8]=1[C:9]1[C:10]([O:15][CH:16]2[CH2:19][N:18]([C:20]([O:22][C:23]([CH3:26])([CH3:25])[CH3:24])=[O:21])[CH2:17]2)=[N:11][CH:12]=[CH:13][CH:14]=1.FC1C=CC=C(OC)C=1C1C=CN=CC=1N(CC(F)(F)F)[C:43](=[O:58])[C:44]1[CH:49]=[C:48]([C:50]([F:53])([F:52])[F:51])[CH:47]=[C:46]([S:54]([CH3:57])(=[O:56])=[O:55])[CH:45]=1.CCN(C(C)C)C(C)C.CS(C1C=C(C=C(C(F)(F)F)C=1)C(Cl)=O)(=O)=O.[NH4+].[Cl-]. Product: [C:23]([O:22][C:20]([N:18]1[CH2:19][CH:16]([O:15][C:10]2[C:9]([C:8]3[CH:7]=[CH:6][N:5]=[CH:4][C:3]=3[N:2]([C:43](=[O:58])[C:44]3[CH:49]=[C:48]([C:50]([F:53])([F:51])[F:52])[CH:47]=[C:46]([S:54]([CH3:57])(=[O:56])=[O:55])[CH:45]=3)[CH3:1])=[CH:14][CH:13]=[CH:12][N:11]=2)[CH2:17]1)=[O:21])([CH3:26])([CH3:25])[CH3:24]. The catalyst class is: 2. (4) Reactant: [CH2:1]1[CH2:43][O:42][C:4]2=[CH:5][C:6]3[C:11]4[C:12]5[C:37](=[O:38])[N:36](CO)[C:35](=[O:41])[C:13]=5[C:14]5[C:15]6[C:20]([N:21]([C@@H:23]7[O:31][C@H:30]([CH2:32][OH:33])[C@@H:28]([OH:29])[C@H:26]([OH:27])[C@H:24]7[OH:25])[C:22]=5[C:10]=4[NH:9][C:7]=3[CH:8]=[C:3]2[O:2]1)=[CH:19][CH:18]=[C:17]([OH:34])[CH:16]=6.[NH4+].[OH-]. Product: [CH2:1]1[CH2:43][O:42][C:4]2=[CH:5][C:6]3[C:11]4[C:12]5[C:37](=[O:38])[NH:36][C:35](=[O:41])[C:13]=5[C:14]5[C:15]6[C:20]([N:21]([C@@H:23]7[O:31][C@H:30]([CH2:32][OH:33])[C@@H:28]([OH:29])[C@H:26]([OH:27])[C@H:24]7[OH:25])[C:22]=5[C:10]=4[NH:9][C:7]=3[CH:8]=[C:3]2[O:2]1)=[CH:19][CH:18]=[C:17]([OH:34])[CH:16]=6. The catalyst class is: 5. (5) Reactant: [CH3:1][S:2]([C:5]1[CH:10]=[CH:9][C:8]([C:11]2[N:16]=[CH:15][C:14]([CH2:17][NH:18][CH:19]3[CH2:24][CH2:23][N:22]([C:25]([O:27][C:28]([CH3:31])([CH3:30])[CH3:29])=[O:26])[CH2:21][CH2:20]3)=[CH:13][N:12]=2)=[CH:7][CH:6]=1)(=[O:4])=[O:3].[BH-](OC(C)=O)(OC(C)=O)O[C:34](C)=O.[Na+].C=O. Product: [CH3:34][N:18]([CH2:17][C:14]1[CH:13]=[N:12][C:11]([C:8]2[CH:9]=[CH:10][C:5]([S:2]([CH3:1])(=[O:3])=[O:4])=[CH:6][CH:7]=2)=[N:16][CH:15]=1)[CH:19]1[CH2:24][CH2:23][N:22]([C:25]([O:27][C:28]([CH3:31])([CH3:30])[CH3:29])=[O:26])[CH2:21][CH2:20]1. The catalyst class is: 5. (6) The catalyst class is: 64. Reactant: [CH2:1]([O:8][C@@H:9]([C@@H:14]([C@@H:23]([CH2:25][O:26][C:27](=[O:33])[CH2:28][CH2:29][C:30]([CH3:32])=[O:31])[OH:24])[O:15][CH2:16][C:17]1[CH:22]=[CH:21][CH:20]=[CH:19][CH:18]=1)[C:10]([OH:13])=[CH:11][OH:12])[C:2]1[CH:7]=[CH:6][CH:5]=[CH:4][CH:3]=1.CC1(C)OO1.CC(C)=O.[CH2:43]([O:47][P:48]([O-:55])([O:50][CH2:51][CH2:52][CH2:53][CH3:54])=O)[CH2:44][CH2:45][CH3:46].[C:56](Cl)(=[O:61])[C:57]([CH3:60])([CH3:59])[CH3:58]. Product: [P:48]([O:12][CH:11]1[O:24][C@H:23]([CH2:25][O:26][C:27](=[O:33])[CH2:28][CH2:29][C:30]([CH3:32])=[O:31])[C@@H:14]([O:15][CH2:16][C:17]2[CH:22]=[CH:21][CH:20]=[CH:19][CH:18]=2)[C@H:9]([O:8][CH2:1][C:2]2[CH:7]=[CH:6][CH:5]=[CH:4][CH:3]=2)[C@H:10]1[O:13][C:56](=[O:61])[C:57]([CH3:60])([CH3:59])[CH3:58])([O:47][CH2:43][CH2:44][CH2:45][CH3:46])([O:50][CH2:51][CH2:52][CH2:53][CH3:54])=[O:55].